Dataset: Full USPTO retrosynthesis dataset with 1.9M reactions from patents (1976-2016). Task: Predict the reactants needed to synthesize the given product. (1) The reactants are: [Br:1][C:2]1[CH:3]=[N:4][N:5]([CH2:7][O:8][CH2:9][CH2:10][Si:11]([CH3:14])([CH3:13])[CH3:12])[CH:6]=1.[Li+].CC([N-]C(C)C)C.N#N.[F:25]N(S(C1C=CC=CC=1)(=O)=O)S(C1C=CC=CC=1)(=O)=O. Given the product [Br:1][C:2]1[CH:3]=[N:4][N:5]([CH2:7][O:8][CH2:9][CH2:10][Si:11]([CH3:14])([CH3:13])[CH3:12])[C:6]=1[F:25], predict the reactants needed to synthesize it. (2) Given the product [Br:1][C:2]1[CH:3]=[C:4]2[C:8](=[CH:9][CH:10]=1)[NH:7][CH:6]1[CH:11]([NH2:18])[CH2:12][CH2:13][CH2:14][CH2:15][CH:5]21, predict the reactants needed to synthesize it. The reactants are: [Br:1][C:2]1[CH:3]=[C:4]2[C:8](=[CH:9][CH:10]=1)[NH:7][CH:6]1[C:11](=O)[CH2:12][CH2:13][CH2:14][CH2:15][CH:5]21.Cl.[NH2:18]O.C([O-])(=O)C.[Na+].[H-].[H-].[H-].[H-].[Li+].[Al+3]. (3) Given the product [NH2:23][C:20]1[N:21]=[CH:22][C:17]([C:3]2[CH:4]=[CH:5][C:6]([C:25]3[CH:30]=[CH:29][CH:28]=[CH:27][C:26]=3[S:31]([N:34]3[CH2:39][CH2:38][NH:37][C:36](=[O:40])[CH2:35]3)(=[O:33])=[O:32])=[CH:7][C:2]=2[F:1])=[N:18][CH:19]=1, predict the reactants needed to synthesize it. The reactants are: [F:1][C:2]1[CH:7]=[C:6](B2OC(C)(C)C(C)(C)O2)[CH:5]=[CH:4][C:3]=1[C:17]1[N:18]=[CH:19][C:20]([NH2:23])=[N:21][CH:22]=1.Br[C:25]1[CH:30]=[CH:29][CH:28]=[CH:27][C:26]=1[S:31]([N:34]1[CH2:39][CH2:38][NH:37][C:36](=[O:40])[CH2:35]1)(=[O:33])=[O:32]. (4) Given the product [Br-:3].[CH2:30]([C:13]1([CH3:29])[CH:12]([CH3:32])[C:11](=[N:10][O:9][CH2:8][CH2:7][CH2:6][N+:5]([CH2:1][CH3:2])([CH3:4])[CH3:33])[CH2:16][C:15]([CH2:18][CH3:19])([CH3:17])[N:14]1[O:20][CH:21]([C:23]1[CH:24]=[CH:25][CH:26]=[CH:27][CH:28]=1)[CH3:22])[CH3:31], predict the reactants needed to synthesize it. The reactants are: [CH2:1]([Br:3])[CH3:2].[CH3:4][N:5]([CH3:33])[CH2:6][CH2:7][CH2:8][O:9][N:10]=[C:11]1[CH2:16][C:15]([CH2:18][CH3:19])([CH3:17])[N:14]([O:20][CH:21]([C:23]2[CH:28]=[CH:27][CH:26]=[CH:25][CH:24]=2)[CH3:22])[C:13]([CH2:30][CH3:31])([CH3:29])[CH:12]1[CH3:32]. (5) Given the product [NH2:1][C:2]1[N:7]=[C:6]([C:8]2[S:12][C:11]3[CH:13]=[CH:14][C:15]([CH2:17][NH:18][C:35](=[O:37])[CH2:34][C:29]4[CH:30]=[CH:31][CH:32]=[CH:33][C:28]=4[OH:27])=[CH:16][C:10]=3[C:9]=2[CH3:26])[CH:5]=[CH:4][N:3]=1, predict the reactants needed to synthesize it. The reactants are: [NH2:1][C:2]1[N:7]=[C:6]([C:8]2[S:12][C:11]3[CH:13]=[CH:14][C:15]([CH2:17][NH:18]C(C4SC=CC=4)=O)=[CH:16][C:10]=3[C:9]=2[CH3:26])[CH:5]=[CH:4][N:3]=1.[OH:27][C:28]1[CH:33]=[CH:32][CH:31]=[CH:30][C:29]=1[CH2:34][C:35]([OH:37])=O.S1C=CC=C1C(O)=O. (6) Given the product [CH3:15][O:14][C:12](=[O:13])[CH:11]([C:6]1[C:7]([CH3:10])=[CH:8][CH:9]=[C:4]([CH:1]2[CH2:2][CH2:3]2)[C:5]=1[C:17]1[CH:26]=[C:21]2[C:20](=[CH:19][CH:18]=1)[O:25][CH2:24][CH2:23][CH2:22]2)[O:16][C:37]([CH3:39])=[CH2:38], predict the reactants needed to synthesize it. The reactants are: [CH:1]1([C:4]2[C:5]([C:17]3[CH:18]=[CH:19][C:20]4[O:25][CH2:24][CH2:23][CH2:22][C:21]=4[CH:26]=3)=[C:6]([CH:11]([OH:16])[C:12]([O:14][CH3:15])=[O:13])[C:7]([CH3:10])=[CH:8][CH:9]=2)[CH2:3][CH2:2]1.C(=O)([O-])[O-].[Na+].[Na+].C(O[C:37]([CH3:39])=[CH2:38])(=O)C.